This data is from HIV replication inhibition screening data with 41,000+ compounds from the AIDS Antiviral Screen. The task is: Binary Classification. Given a drug SMILES string, predict its activity (active/inactive) in a high-throughput screening assay against a specified biological target. (1) The compound is CC(=NO)C(CN1CCCCC1)C(c1ccccc1)c1c(O)c2ccccc2oc1=O.Cl. The result is 0 (inactive). (2) The drug is CC(=O)OCC1OC(OC(C)=O)C(NC(=O)CI)C(OC(C)=O)C1OC(C)=O. The result is 0 (inactive).